This data is from NCI-60 drug combinations with 297,098 pairs across 59 cell lines. The task is: Regression. Given two drug SMILES strings and cell line genomic features, predict the synergy score measuring deviation from expected non-interaction effect. Drug 1: C1=NC(=NC(=O)N1C2C(C(C(O2)CO)O)O)N. Drug 2: CN(CC1=CN=C2C(=N1)C(=NC(=N2)N)N)C3=CC=C(C=C3)C(=O)NC(CCC(=O)O)C(=O)O. Cell line: PC-3. Synergy scores: CSS=54.9, Synergy_ZIP=2.63, Synergy_Bliss=-0.255, Synergy_Loewe=-9.17, Synergy_HSA=-0.333.